Predict the reaction yield, written as a fraction of the theoretical maximum amount of product (1.0 means a 100% yield; for example, 0.34 means a 34% yield). From a dataset of Reaction yield outcomes from USPTO patents with 853,638 reactions. (1) No catalyst specified. The yield is 0.980. The reactants are [OH:1][CH2:2][CH2:3][S:4][CH2:5][C:6]1[CH:11]=[CH:10][CH:9]=[CH:8][C:7]=1[CH2:12][S:13][CH2:14][CH2:15][OH:16].[C:17](O[C:17](=[O:21])[C:18]([CH3:20])=[CH2:19])(=[O:21])[C:18]([CH3:20])=[CH2:19].C(N([CH2:33][CH3:34])CC)C.[C:35]([O-:38])(O)=O.[Na+].[CH2:40](Cl)Cl. The product is [C:17]([O:16][CH2:15][CH2:14][S:13][CH2:12][C:7]1[CH:8]=[CH:9][CH:10]=[CH:11][C:6]=1[CH2:5][S:4][CH2:3][CH2:2][O:1][C:35](=[O:38])[C:33]([CH3:34])=[CH2:40])(=[O:21])[C:18]([CH3:20])=[CH2:19]. (2) The reactants are [F:1][C:2]1[CH:3]=[C:4]([CH2:8][NH:9][C:10]([C:12]2[C:13]([CH2:27][O:28]C)=[N:14][C:15]3[C:20]([C:21]=2[CH3:22])=[CH:19][CH:18]=[C:17]([C:23]([F:26])([F:25])[F:24])[CH:16]=3)=[O:11])[CH:5]=[CH:6][CH:7]=1.B(Br)(Br)Br.CCOC(C)=O.CCCCCC.CCOC(C)=O.C(Cl)Cl. The catalyst is C(Cl)Cl. The product is [F:1][C:2]1[CH:3]=[C:4]([CH2:8][NH:9][C:10]([C:12]2[C:13]([CH2:27][OH:28])=[N:14][C:15]3[C:20]([C:21]=2[CH3:22])=[CH:19][CH:18]=[C:17]([C:23]([F:24])([F:25])[F:26])[CH:16]=3)=[O:11])[CH:5]=[CH:6][CH:7]=1. The yield is 0.520. (3) The reactants are [NH2:1][C:2]1[CH:10]=[CH:9][C:8]([F:11])=[CH:7][C:3]=1[C:4]([OH:6])=O.O=S(Cl)Cl.[Cl:16][C:17]1[CH:23]=[CH:22][CH:21]=[CH:20][C:18]=1[NH2:19].C(Cl)(Cl)Cl. The catalyst is C1C=CC=CC=1. The product is [NH2:1][C:2]1[CH:10]=[CH:9][C:8]([F:11])=[CH:7][C:3]=1[C:4]([NH:19][C:18]1[CH:20]=[CH:21][CH:22]=[CH:23][C:17]=1[Cl:16])=[O:6]. The yield is 0.580. (4) The reactants are [CH3:1][O:2][C:3](=[O:15])[C:4]1[CH:13]=[C:12]([OH:14])[CH:11]=[C:6]([C:7]([O:9][CH3:10])=[O:8])[CH:5]=1.Br[CH2:17][CH2:18][CH2:19][CH2:20][CH2:21][CH2:22][CH2:23][CH2:24][CH2:25][CH2:26][CH2:27][CH2:28][CH2:29][CH2:30][CH2:31][CH3:32].C([O-])([O-])=O.[K+].[K+]. The catalyst is CC#N. The product is [CH3:10][O:9][C:7](=[O:8])[C:6]1[CH:11]=[C:12]([O:14][CH2:32][CH2:31][CH2:30][CH2:29][CH2:28][CH2:27][CH2:26][CH2:25][CH2:24][CH2:23][CH2:22][CH2:21][CH2:20][CH2:19][CH2:18][CH3:17])[CH:13]=[C:4]([C:3]([O:2][CH3:1])=[O:15])[CH:5]=1. The yield is 0.865. (5) The yield is 0.130. The catalyst is C1COCC1.O. The reactants are CC1(C)[O:6][C@H:5]([CH2:7][O:8][C:9]2[CH:14]=[CH:13][C:12]([C:15]([C:20]3[CH:25]=[CH:24][C:23](/[CH:26]=[CH:27]/[CH:28]([OH:33])[C:29]([CH3:32])([CH3:31])[CH3:30])=[C:22]([CH3:34])[CH:21]=3)([CH2:18][CH3:19])[CH2:16][CH3:17])=[CH:11][C:10]=2[CH3:35])[CH2:4][O:3]1.C12(CS(O)(=O)=O)C(C)(C)C(CC1)CC2=O.C([O-])(O)=O.[Na+]. The product is [CH2:16]([C:15]([C:12]1[CH:13]=[CH:14][C:9]([O:8][CH2:7][C@@H:5]([OH:6])[CH2:4][OH:3])=[C:10]([CH3:35])[CH:11]=1)([C:20]1[CH:25]=[CH:24][C:23](/[CH:26]=[CH:27]/[CH:28]([OH:33])[C:29]([CH3:31])([CH3:32])[CH3:30])=[C:22]([CH3:34])[CH:21]=1)[CH2:18][CH3:19])[CH3:17].